From a dataset of Full USPTO retrosynthesis dataset with 1.9M reactions from patents (1976-2016). Predict the reactants needed to synthesize the given product. (1) Given the product [CH3:10][O:11][C:12]1[CH:13]=[C:14]([CH:18]=[CH:19][C:20]=1[O:21][CH3:22])[C:15]([O:16]/[C:15](/[C:14]1[CH:18]=[CH:19][C:20]([O:21][CH3:22])=[C:12]([O:11][CH3:10])[CH:13]=1)=[CH:8]\[C:7]1[C:6]([Cl:9])=[CH:5][N:4]=[CH:3][C:2]=1[Cl:1])=[O:16], predict the reactants needed to synthesize it. The reactants are: [Cl:1][C:2]1[CH:3]=[N:4][CH:5]=[C:6]([Cl:9])[C:7]=1[CH3:8].[CH3:10][O:11][C:12]1[CH:13]=[C:14]([CH:18]=[CH:19][C:20]=1[O:21][CH3:22])[C:15](Cl)=[O:16]. (2) Given the product [S:7]1[CH:11]=[CH:10][C:9]([C:16]2[CH:21]=[CH:20][C:19]([NH:22][C:23](=[O:25])[CH3:24])=[CH:18][CH:17]=2)=[CH:8]1, predict the reactants needed to synthesize it. The reactants are: C(=O)([O-])[O-].[Na+].[Na+].[S:7]1[CH:11]=[CH:10][C:9](B(O)O)=[CH:8]1.Br[C:16]1[CH:21]=[CH:20][C:19]([NH:22][C:23](=[O:25])[CH3:24])=[CH:18][CH:17]=1.C1(P(C2C=CC=CC=2)C2C=CC=CC=2)C=CC=CC=1.